From a dataset of Full USPTO retrosynthesis dataset with 1.9M reactions from patents (1976-2016). Predict the reactants needed to synthesize the given product. (1) Given the product [ClH:39].[F:8][C:4]1[CH:5]=[CH:6][CH:7]=[C:2]([F:1])[C:3]=1[N:9]1[C:17]2[CH:16]=[CH:15][NH:14][C:13](=[O:18])[C:12]=2[C:11]([C:19]2[CH:24]=[CH:23][CH:22]=[C:21]([CH2:25][N:26]3[CH2:30][CH2:29][C:28]([F:31])([F:32])[CH2:27]3)[CH:20]=2)=[N:10]1, predict the reactants needed to synthesize it. The reactants are: [F:1][C:2]1[CH:7]=[CH:6][CH:5]=[C:4]([F:8])[C:3]=1[N:9]1[C:17]2[CH:16]=[CH:15][NH:14][C:13](=[O:18])[C:12]=2[C:11]([C:19]2[CH:24]=[CH:23][CH:22]=[C:21]([CH2:25][N:26]3[CH2:30][CH2:29][C:28]([F:32])([F:31])[CH2:27]3)[CH:20]=2)=[N:10]1.C(OC(=O)C)C.[ClH:39]. (2) Given the product [Br:5][C:6]1[CH:7]=[C:8]2[C:12](=[CH:13][C:14]=1[N+:1]([O-:4])=[O:2])[C:11](=[O:15])[CH2:10][CH2:9]2, predict the reactants needed to synthesize it. The reactants are: [N+:1]([O-:4])(O)=[O:2].[Br:5][C:6]1[CH:7]=[C:8]2[C:12](=[CH:13][CH:14]=1)[C:11](=[O:15])[CH2:10][CH2:9]2. (3) The reactants are: Cl[C:2]1[N:7]=[CH:6][N:5]=[C:4]([N:8]2[C:16]3[C:11](=[CH:12][C:13]([C:17]([OH:19])=[O:18])=[CH:14][CH:15]=3)[CH2:10][CH2:9]2)[CH:3]=1.[CH:20]([O:23][C:24]([N:26]1[CH2:31][CH2:30][CH:29]([OH:32])[CH2:28][CH2:27]1)=[O:25])([CH3:22])[CH3:21].C[Si]([N-][Si](C)(C)C)(C)C.[Na+].O1CCCC1. Given the product [CH:20]([O:23][C:24]([N:26]1[CH2:27][CH2:28][CH:29]([O:32][C:2]2[N:7]=[CH:6][N:5]=[C:4]([N:8]3[C:16]4[C:11](=[CH:12][C:13]([C:17]([OH:19])=[O:18])=[CH:14][CH:15]=4)[CH2:10][CH2:9]3)[CH:3]=2)[CH2:30][CH2:31]1)=[O:25])([CH3:22])[CH3:21], predict the reactants needed to synthesize it. (4) Given the product [OH:5][CH:6]([C:12]1[C:21]([CH3:22])=[CH:20][C:19]2[C:14](=[CH:15][CH:16]=[CH:17][CH:18]=2)[C:13]=1[O:23][S:24]([C:27]([F:30])([F:28])[F:29])(=[O:25])=[O:26])[C:7]([O:9][CH2:10][CH3:11])=[O:8], predict the reactants needed to synthesize it. The reactants are: C([O:5][CH:6]([C:12]1[C:21]([CH3:22])=[CH:20][C:19]2[C:14](=[CH:15][CH:16]=[CH:17][CH:18]=2)[C:13]=1[O:23][S:24]([C:27]([F:30])([F:29])[F:28])(=[O:26])=[O:25])[C:7]([O:9][CH2:10][CH3:11])=[O:8])(C)(C)C.C(O)(C(F)(F)F)=O. (5) The reactants are: [Na].[NH2:2][C:3]1[NH:4][CH:5]=[CH:6][N:7]=1.[C:8](OCC)(=[O:15])[CH2:9][C:10](OCC)=[O:11]. Given the product [N:4]1[CH:5]=[CH:6][N:7]2[C:10]([OH:11])=[CH:9][C:8]([OH:15])=[N:2][C:3]=12, predict the reactants needed to synthesize it. (6) Given the product [OH:6][C:4]1[N:22]2[CH:23]=[N:24][C:25]([C:26]([NH2:28])=[O:27])=[C:21]2[N:20]=[C:2]([CH3:18])[C:3]=1[C:9]1[C:10]([F:17])=[CH:11][C:12]([F:16])=[CH:13][C:14]=1[F:15], predict the reactants needed to synthesize it. The reactants are: O=[C:2]([CH3:18])[CH:3]([C:9]1[C:14]([F:15])=[CH:13][C:12]([F:16])=[CH:11][C:10]=1[F:17])[C:4]([O:6]CC)=O.Cl.[NH2:20][C:21]1[N:22]=[CH:23][NH:24][C:25]=1[C:26]([NH2:28])=[O:27].C(N(CCCC)CCCC)CCC.